From a dataset of Full USPTO retrosynthesis dataset with 1.9M reactions from patents (1976-2016). Predict the reactants needed to synthesize the given product. (1) Given the product [CH2:1]([O:8][C:9]1[C:10]([O:16][CH3:17])=[CH:11][C:12]([CH3:15])=[C:13]([Br:18])[CH:14]=1)[C:2]1[CH:3]=[CH:4][CH:5]=[CH:6][CH:7]=1, predict the reactants needed to synthesize it. The reactants are: [CH2:1]([O:8][C:9]1[CH:14]=[CH:13][C:12]([CH3:15])=[CH:11][C:10]=1[O:16][CH3:17])[C:2]1[CH:7]=[CH:6][CH:5]=[CH:4][CH:3]=1.[Br:18]N1C(=O)CCC1=O. (2) Given the product [CH3:1][O:5][C:6]1[CH:11]=[CH:10][C:9]([N:12]2[N:13]=[C:14]([C:35]([NH2:37])=[O:36])[C:15]3[CH2:20][CH2:19][N:18]([C:21]4[CH:22]=[CH:23][C:24]([N:27]5[C:28](=[O:33])[CH2:29][CH2:30][CH2:31][CH2:32]5)=[CH:25][CH:26]=4)[C:17](=[O:34])[C:16]2=3)=[CH:8][CH:7]=1, predict the reactants needed to synthesize it. The reactants are: [CH3:1]C(C)=O.[OH:5][C:6]1[CH:11]=[CH:10][C:9]([N:12]2[C:16]3[C:17](=[O:34])[N:18]([C:21]4[CH:26]=[CH:25][C:24]([N:27]5[CH2:32][CH2:31][CH2:30][CH2:29][C:28]5=[O:33])=[CH:23][CH:22]=4)[CH2:19][CH2:20][C:15]=3[C:14]([C:35]([NH2:37])=[O:36])=[N:13]2)=[CH:8][CH:7]=1.C(=O)([O-])[O-].[K+].[K+].S(OC)(OC)(=O)=O.